From a dataset of Peptide-MHC class I binding affinity with 185,985 pairs from IEDB/IMGT. Regression. Given a peptide amino acid sequence and an MHC pseudo amino acid sequence, predict their binding affinity value. This is MHC class I binding data. (1) The peptide sequence is GMWCVLASR. The MHC is HLA-A26:01 with pseudo-sequence HLA-A26:01. The binding affinity (normalized) is 0.0847. (2) The MHC is HLA-B40:01 with pseudo-sequence HLA-B40:01. The binding affinity (normalized) is 0.213. The peptide sequence is GRDHVRVTL.